Regression. Given two drug SMILES strings and cell line genomic features, predict the synergy score measuring deviation from expected non-interaction effect. From a dataset of NCI-60 drug combinations with 297,098 pairs across 59 cell lines. (1) Drug 1: CN(C)N=NC1=C(NC=N1)C(=O)N. Drug 2: CN(CCCl)CCCl.Cl. Cell line: DU-145. Synergy scores: CSS=0.855, Synergy_ZIP=-4.20, Synergy_Bliss=-9.74, Synergy_Loewe=-20.1, Synergy_HSA=-11.8. (2) Drug 1: CS(=O)(=O)OCCCCOS(=O)(=O)C. Drug 2: COC1=C2C(=CC3=C1OC=C3)C=CC(=O)O2. Cell line: SK-MEL-28. Synergy scores: CSS=-3.93, Synergy_ZIP=1.70, Synergy_Bliss=2.74, Synergy_Loewe=-1.88, Synergy_HSA=-1.81. (3) Drug 1: C1=NC2=C(N1)C(=S)N=CN2. Drug 2: C1C(C(OC1N2C=NC3=C2NC=NCC3O)CO)O. Cell line: MDA-MB-231. Synergy scores: CSS=49.4, Synergy_ZIP=-1.74, Synergy_Bliss=-2.34, Synergy_Loewe=-7.20, Synergy_HSA=-0.362. (4) Drug 1: CN(C)N=NC1=C(NC=N1)C(=O)N. Drug 2: C1CN(CCN1C(=O)CCBr)C(=O)CCBr. Cell line: NCIH23. Synergy scores: CSS=17.2, Synergy_ZIP=-5.82, Synergy_Bliss=-6.11, Synergy_Loewe=-32.7, Synergy_HSA=-6.70. (5) Drug 1: CCC1(CC2CC(C3=C(CCN(C2)C1)C4=CC=CC=C4N3)(C5=C(C=C6C(=C5)C78CCN9C7C(C=CC9)(C(C(C8N6C=O)(C(=O)OC)O)OC(=O)C)CC)OC)C(=O)OC)O.OS(=O)(=O)O. Drug 2: CC1=C(C=C(C=C1)NC(=O)C2=CC=C(C=C2)CN3CCN(CC3)C)NC4=NC=CC(=N4)C5=CN=CC=C5. Cell line: SF-539. Synergy scores: CSS=43.6, Synergy_ZIP=2.10, Synergy_Bliss=3.59, Synergy_Loewe=-26.8, Synergy_HSA=6.15. (6) Drug 1: CNC(=O)C1=CC=CC=C1SC2=CC3=C(C=C2)C(=NN3)C=CC4=CC=CC=N4. Drug 2: CC1=CC2C(CCC3(C2CCC3(C(=O)C)OC(=O)C)C)C4(C1=CC(=O)CC4)C. Cell line: OVCAR-8. Synergy scores: CSS=-1.84, Synergy_ZIP=1.55, Synergy_Bliss=1.36, Synergy_Loewe=-0.463, Synergy_HSA=-0.348. (7) Drug 1: CCCS(=O)(=O)NC1=C(C(=C(C=C1)F)C(=O)C2=CNC3=C2C=C(C=N3)C4=CC=C(C=C4)Cl)F. Drug 2: C1C(C(OC1N2C=NC3=C(N=C(N=C32)Cl)N)CO)O. Cell line: OVCAR-8. Synergy scores: CSS=34.5, Synergy_ZIP=3.23, Synergy_Bliss=3.90, Synergy_Loewe=-26.9, Synergy_HSA=2.23. (8) Drug 1: CC1CCC2CC(C(=CC=CC=CC(CC(C(=O)C(C(C(=CC(C(=O)CC(OC(=O)C3CCCCN3C(=O)C(=O)C1(O2)O)C(C)CC4CCC(C(C4)OC)OCCO)C)C)O)OC)C)C)C)OC. Drug 2: C1=CN(C=N1)CC(O)(P(=O)(O)O)P(=O)(O)O. Cell line: NCI-H460. Synergy scores: CSS=3.98, Synergy_ZIP=-1.74, Synergy_Bliss=5.10, Synergy_Loewe=-16.0, Synergy_HSA=-1.90.